This data is from Peptide-MHC class II binding affinity with 134,281 pairs from IEDB. The task is: Regression. Given a peptide amino acid sequence and an MHC pseudo amino acid sequence, predict their binding affinity value. This is MHC class II binding data. (1) The peptide sequence is MLTLFILIITSTIKA. The MHC is DRB1_1201 with pseudo-sequence DRB1_1201. The binding affinity (normalized) is 0.122. (2) The peptide sequence is AGVIIMLIPTAMAFH. The MHC is DRB1_0802 with pseudo-sequence DRB1_0802. The binding affinity (normalized) is 0.967. (3) The peptide sequence is YDKFLANVSTVLGGK. The MHC is DRB1_1101 with pseudo-sequence DRB1_1101. The binding affinity (normalized) is 0.740.